Task: Regression. Given two drug SMILES strings and cell line genomic features, predict the synergy score measuring deviation from expected non-interaction effect.. Dataset: NCI-60 drug combinations with 297,098 pairs across 59 cell lines (1) Drug 1: C1=NC2=C(N=C(N=C2N1C3C(C(C(O3)CO)O)O)F)N. Drug 2: B(C(CC(C)C)NC(=O)C(CC1=CC=CC=C1)NC(=O)C2=NC=CN=C2)(O)O. Cell line: PC-3. Synergy scores: CSS=37.6, Synergy_ZIP=-8.34, Synergy_Bliss=-10.1, Synergy_Loewe=-13.6, Synergy_HSA=-7.25. (2) Drug 1: B(C(CC(C)C)NC(=O)C(CC1=CC=CC=C1)NC(=O)C2=NC=CN=C2)(O)O. Drug 2: N.N.Cl[Pt+2]Cl. Cell line: HOP-62. Synergy scores: CSS=62.4, Synergy_ZIP=-0.0292, Synergy_Bliss=3.32, Synergy_Loewe=-31.5, Synergy_HSA=-0.976. (3) Drug 1: C1CCC(C1)C(CC#N)N2C=C(C=N2)C3=C4C=CNC4=NC=N3. Drug 2: CC1C(C(CC(O1)OC2CC(CC3=C2C(=C4C(=C3O)C(=O)C5=CC=CC=C5C4=O)O)(C(=O)C)O)N)O. Cell line: NCIH23. Synergy scores: CSS=44.1, Synergy_ZIP=1.24, Synergy_Bliss=3.79, Synergy_Loewe=-15.4, Synergy_HSA=4.75. (4) Drug 1: C1=NC2=C(N1)C(=S)N=C(N2)N. Drug 2: CC1CCC2CC(C(=CC=CC=CC(CC(C(=O)C(C(C(=CC(C(=O)CC(OC(=O)C3CCCCN3C(=O)C(=O)C1(O2)O)C(C)CC4CCC(C(C4)OC)O)C)C)O)OC)C)C)C)OC. Cell line: SF-268. Synergy scores: CSS=21.6, Synergy_ZIP=-6.76, Synergy_Bliss=-1.56, Synergy_Loewe=-0.335, Synergy_HSA=1.17. (5) Drug 1: C1=CC(=CC=C1CCCC(=O)O)N(CCCl)CCCl. Drug 2: C1CNP(=O)(OC1)N(CCCl)CCCl. Cell line: HCT-15. Synergy scores: CSS=13.8, Synergy_ZIP=-6.31, Synergy_Bliss=-5.38, Synergy_Loewe=-23.1, Synergy_HSA=-6.15.